Dataset: Reaction yield outcomes from USPTO patents with 853,638 reactions. Task: Predict the reaction yield, written as a fraction of the theoretical maximum amount of product (1.0 means a 100% yield; for example, 0.34 means a 34% yield). (1) The reactants are [H-].[Al+3].[Li+].[H-].[H-].[H-].[CH3:7][C@@H:8]([CH2:20][CH2:21][CH2:22][C:23]([CH3:25])=[CH2:24])[C:9](N1[C@@H](C(C)C)COC1=O)=[O:10]. The catalyst is CCOCC. The product is [CH3:7][C@@H:8]([CH2:20][CH2:21][CH2:22][C:23]([CH3:25])=[CH2:24])[CH2:9][OH:10]. The yield is 0.970. (2) The yield is 0.570. The catalyst is O.C(OCC)(=O)C.CN(C=O)C. The reactants are [CH:1]1[C:13]2[NH:12][C:11]3[C:6](=[CH:7][CH:8]=[CH:9][CH:10]=3)[C:5]=2[CH:4]=[C:3]([C:14]([OH:16])=[O:15])[N:2]=1.[H-].[Na+].[CH2:19](Br)[C:20]1[CH:25]=[CH:24][CH:23]=[CH:22][CH:21]=1.C([O-])(O)=O.[Na+]. The product is [CH2:19]([N:12]1[C:13]2[CH:1]=[N:2][C:3]([C:14]([O:16][CH2:5][C:6]3[CH:11]=[CH:10][CH:9]=[CH:8][CH:7]=3)=[O:15])=[CH:4][C:5]=2[C:6]2[C:11]1=[CH:10][CH:9]=[CH:8][CH:7]=2)[C:20]1[CH:25]=[CH:24][CH:23]=[CH:22][CH:21]=1. (3) The reactants are [CH2:1]([N:4]1[CH2:12][CH:11]2[C:6]([C:22]3[S:23][CH:24]=[C:25]([Br:27])[CH:26]=3)([N:7]=[C:8]([NH:13][C:14](=[O:21])[C:15]3[CH:20]=[CH:19][CH:18]=[CH:17][CH:16]=3)[S:9][CH2:10]2)[CH2:5]1)[CH:2]=[CH2:3].CN(C)CC. The catalyst is C(O)C. The product is [CH2:1]([N:4]1[CH2:12][C@@H:11]2[C@@:6]([C:22]3[S:23][CH:24]=[C:25]([Br:27])[CH:26]=3)([N:7]=[C:8]([NH:13][C:14](=[O:21])[C:15]3[CH:20]=[CH:19][CH:18]=[CH:17][CH:16]=3)[S:9][CH2:10]2)[CH2:5]1)[CH:2]=[CH2:3]. The yield is 0.480. (4) The reactants are [OH:1][CH2:2][CH2:3][O:4][C:5](=[O:17])[CH2:6][O:7][C:8]1[CH:13]=[CH:12][C:11]([N+:14]([O-:16])=[O:15])=[CH:10][CH:9]=1.[N+:18]([C:21]1[CH:32]=[CH:31][C:24]([O:25][CH:26]([CH3:30])[C:27](O)=[O:28])=[CH:23][CH:22]=1)([O-:20])=[O:19].C1(N=C=NC2CCCCC2)CCCCC1. The catalyst is ClCCl. The product is [N+:14]([C:11]1[CH:12]=[CH:13][C:8]([O:7][CH2:6][C:5]([O:4][CH2:3][CH2:2][O:1][C:27](=[O:28])[CH:26]([O:25][C:24]2[CH:23]=[CH:22][C:21]([N+:18]([O-:20])=[O:19])=[CH:32][CH:31]=2)[CH3:30])=[O:17])=[CH:9][CH:10]=1)([O-:16])=[O:15]. The yield is 0.290. (5) The reactants are [CH2:1]([N:4]1[C:10](=[O:11])[C:9]2[CH:12]=[CH:13][CH:14]=[CH:15][C:8]=2[O:7][C:6]2[CH:16]=[CH:17][CH:18]=[CH:19][C:5]1=2)[C:2]#[CH:3].I[C:21]1[CH:30]=[CH:29][C:24]([C:25]([O:27][CH3:28])=[O:26])=[CH:23][CH:22]=1.C(N(CC)CC)C.C(OCC)(=O)C. The catalyst is C(#N)C.[Cu](I)I.Cl[Pd](Cl)([P](C1C=CC=CC=1)(C1C=CC=CC=1)C1C=CC=CC=1)[P](C1C=CC=CC=1)(C1C=CC=CC=1)C1C=CC=CC=1. The product is [O:11]=[C:10]1[C:9]2[CH:12]=[CH:13][CH:14]=[CH:15][C:8]=2[O:7][C:6]2[CH:16]=[CH:17][CH:18]=[CH:19][C:5]=2[N:4]1[CH2:1][C:2]#[C:3][C:21]1[CH:30]=[CH:29][C:24]([C:25]([O:27][CH3:28])=[O:26])=[CH:23][CH:22]=1. The yield is 0.600.